Dataset: Reaction yield outcomes from USPTO patents with 853,638 reactions. Task: Predict the reaction yield, written as a fraction of the theoretical maximum amount of product (1.0 means a 100% yield; for example, 0.34 means a 34% yield). (1) The reactants are [C:1]([C:3]1[CH:8]=[CH:7][C:6]([CH2:9][C:10]([O:12][CH2:13][CH3:14])=[O:11])=[CH:5][CH:4]=1)#[N:2].[CH3:15][N:16]([CH:18]=O)[CH3:17]. No catalyst specified. The product is [C:1]([C:3]1[CH:8]=[CH:7][C:6]([C:9](=[CH:15][N:16]([CH3:18])[CH3:17])[C:10]([O:12][CH2:13][CH3:14])=[O:11])=[CH:5][CH:4]=1)#[N:2]. The yield is 0.620. (2) The reactants are [H-].[Na+].[OH:3][C@H:4]1[CH2:9][CH2:8][C@H:7]([NH:10][C:11]([NH:13][C:14]2[CH:19]=[CH:18][CH:17]=[C:16]([C:20]([F:23])([F:22])[F:21])[CH:15]=2)=[O:12])[CH2:6][CH2:5]1.Cl[C:25]1[C:26]2[N:33]([CH3:34])[CH:32]=[CH:31][C:27]=2[N:28]=[CH:29][N:30]=1. The catalyst is CN(C)C=O.O. The product is [CH3:34][N:33]1[C:26]2[C:25]([O:3][CH:4]3[CH2:9][CH2:8][CH:7]([NH:10][C:11]([NH:13][C:14]4[CH:19]=[CH:18][CH:17]=[C:16]([C:20]([F:21])([F:22])[F:23])[CH:15]=4)=[O:12])[CH2:6][CH2:5]3)=[N:30][CH:29]=[N:28][C:27]=2[CH:31]=[CH:32]1. The yield is 0.480. (3) The reactants are [NH2:1][C:2]1[CH:7]=[CH:6][N:5]=[CH:4][C:3]=1[S:8]([NH2:11])(=[O:10])=[O:9].[CH3:12][O:13][C:14](=[O:20])[CH2:15][C:16](OC)=O. No catalyst specified. The product is [CH3:12][O:13][C:14](=[O:20])[CH2:15][C:16]1[NH:1][C:2]2[CH:7]=[CH:6][N:5]=[CH:4][C:3]=2[S:8](=[O:10])(=[O:9])[N:11]=1. The yield is 0.370. (4) The reactants are [Cl:1][C:2]1[CH:25]=[CH:24][C:5]([O:6][C:7]([CH3:23])([CH3:22])[CH2:8][O:9][C:10]2[CH:15]=[CH:14][N:13]=[C:12]([NH:16][NH2:17])[C:11]=2[C:18]([F:21])([F:20])[F:19])=[CH:4][CH:3]=1.[F:26][C:27]([F:35])([F:34])[CH2:28][O:29][CH2:30][C:31](Cl)=[O:32]. No catalyst specified. The product is [Cl:1][C:2]1[CH:3]=[CH:4][C:5]([O:6][C:7]([CH3:23])([CH3:22])[CH2:8][O:9][C:10]2[CH:15]=[CH:14][N:13]=[C:12]([NH:16][NH:17][C:31](=[O:32])[CH2:30][O:29][CH2:28][C:27]([F:35])([F:34])[F:26])[C:11]=2[C:18]([F:21])([F:19])[F:20])=[CH:24][CH:25]=1. The yield is 1.00. (5) The catalyst is CO. The reactants are [C:1](/[C:3](=[C:7](\OCC)/[CH3:8])/[C:4](=[S:6])[NH2:5])#[N:2].[NH3:12]. The yield is 0.890. The product is [NH2:12]/[C:7](/[CH3:8])=[C:3](\[C:1]#[N:2])/[C:4](=[S:6])[NH2:5].